Task: Predict which catalyst facilitates the given reaction.. Dataset: Catalyst prediction with 721,799 reactions and 888 catalyst types from USPTO (1) Reactant: [Cl:1][C:2]1[CH:7]=[C:6]([C:8](Cl)=[O:9])[CH:5]=[C:4]([CH3:11])[N:3]=1.[N-:12]=[C:13]=[S:14].[NH4+].[F:16][C:17]1[CH:18]=[C:19]([NH2:25])[CH:20]=[C:21]([O:23][CH3:24])[CH:22]=1. Product: [Cl:1][C:2]1[CH:7]=[C:6]([C:8]([NH:12][C:13]([NH:25][C:19]2[CH:20]=[C:21]([O:23][CH3:24])[CH:22]=[C:17]([F:16])[CH:18]=2)=[S:14])=[O:9])[CH:5]=[C:4]([CH3:11])[N:3]=1. The catalyst class is: 21. (2) Reactant: CC#N.[C:4]([O:12][CH2:13][C@@:14]1([C:33]#[CH:34])[O:18][C@@H:17]([N:19]2[CH:27]=[C:25]([CH3:26])[C:23](=[O:24])[NH:22][C:20]2=[O:21])[CH2:16][C@H:15]1OS(C)(=O)=O)(=[O:11])[C:5]1[CH:10]=[CH:9][CH:8]=[CH:7][CH:6]=1.C1CN2C(=NCCC2)C1. Product: [C:4]([O:12][CH2:13][C@@:14]1([C:33]#[CH:34])[O:18][C@@H:17]([N:19]2[CH:27]=[C:25]([CH3:26])[C:23](=[O:24])[NH:22][C:20]2=[O:21])[CH:16]=[CH:15]1)(=[O:11])[C:5]1[CH:10]=[CH:9][CH:8]=[CH:7][CH:6]=1. The catalyst class is: 52.